This data is from Forward reaction prediction with 1.9M reactions from USPTO patents (1976-2016). The task is: Predict the product of the given reaction. (1) Given the reactants [B-](F)(F)(F)F.[B-](F)(F)(F)F.C1[N+]2(CCl)CC[N+]([F:21])(CC2)C1.[C:22]([O:26][C:27]([N:29]1[CH2:34][CH:33]=[C:32]([O:35][Si](C)(C)C)[C:31]([CH3:41])([CH3:40])[CH2:30]1)=[O:28])([CH3:25])([CH3:24])[CH3:23], predict the reaction product. The product is: [C:22]([O:26][C:27]([N:29]1[CH2:34][CH:33]([F:21])[C:32](=[O:35])[C:31]([CH3:41])([CH3:40])[CH2:30]1)=[O:28])([CH3:25])([CH3:24])[CH3:23]. (2) The product is: [F:44][CH:2]([F:1])[C:3]1[N:7]([C:8]2[N:13]=[C:12]([N:14]3[CH2:19][CH2:18][O:17][CH2:16][CH2:15]3)[N:11]=[C:10]([N:20]([CH2:34][CH2:35][CH2:36][N:47]([CH3:48])[CH3:46])[CH:21]3[CH2:26][CH2:25][CH2:24][N:23]([C:27]([O:29][C:30]([CH3:33])([CH3:32])[CH3:31])=[O:28])[CH2:22]3)[N:9]=2)[C:6]2[CH:38]=[CH:39][CH:40]=[C:41]([O:42][CH3:43])[C:5]=2[N:4]=1. Given the reactants [F:1][CH:2]([F:44])[C:3]1[N:7]([C:8]2[N:13]=[C:12]([N:14]3[CH2:19][CH2:18][O:17][CH2:16][CH2:15]3)[N:11]=[C:10]([N:20]([CH2:34][CH2:35][CH2:36]O)[CH:21]3[CH2:26][CH2:25][CH2:24][N:23]([C:27]([O:29][C:30]([CH3:33])([CH3:32])[CH3:31])=[O:28])[CH2:22]3)[N:9]=2)[C:6]2[CH:38]=[CH:39][CH:40]=[C:41]([O:42][CH3:43])[C:5]=2[N:4]=1.C[CH2:46][N:47](CC)[CH2:48]C.CS(Cl)(=O)=O.CNC, predict the reaction product.